This data is from Catalyst prediction with 721,799 reactions and 888 catalyst types from USPTO. The task is: Predict which catalyst facilitates the given reaction. (1) Product: [I:1][CH2:28][CH2:29][CH2:30][C:31]1[S:35][C:34]([C:36]([O:38][CH3:39])=[O:37])=[CH:33][CH:32]=1. The catalyst class is: 2. Reactant: [I:1]I.C1(P(C2C=CC=CC=2)C2C=CC=CC=2)C=CC=CC=1.N1C=CN=C1.O[CH2:28][CH2:29][CH2:30][C:31]1[S:35][C:34]([C:36]([O:38][CH3:39])=[O:37])=[CH:33][CH:32]=1. (2) Reactant: [Cl:1][C:2]1[CH:10]=[C:9]2[C:5]([CH2:6][C:7](=[O:11])[NH:8]2)=[CH:4][C:3]=1[C:12](=[O:15])[CH2:13][Cl:14].C(O)C.[BH4-].[Na+]. Product: [Cl:1][C:2]1[CH:10]=[C:9]2[C:5]([CH2:6][C:7](=[O:11])[NH:8]2)=[CH:4][C:3]=1[CH:12]([OH:15])[CH2:13][Cl:14]. The catalyst class is: 15.